Dataset: Full USPTO retrosynthesis dataset with 1.9M reactions from patents (1976-2016). Task: Predict the reactants needed to synthesize the given product. (1) Given the product [NH2:14][C:10]1[CH:11]=[C:12]2[C:7](=[C:8]([C:17]([O:19][CH3:20])=[O:18])[CH:9]=1)[NH:6][C:5]([C:1]([CH3:4])([CH3:3])[CH3:2])=[CH:13]2, predict the reactants needed to synthesize it. The reactants are: [C:1]([C:5]1[NH:6][C:7]2[C:12]([CH:13]=1)=[CH:11][C:10]([N+:14]([O-])=O)=[CH:9][C:8]=2[C:17]([O-:19])=[O:18])([CH3:4])([CH3:3])[CH3:2].[CH3:20]O. (2) Given the product [F:1][C:2]1[CH:10]=[CH:9][C:8]2[N:7]([CH2:11][C:12]3[CH:13]=[CH:14][C:15]([C:16]([OH:18])=[O:17])=[CH:20][CH:21]=3)[C:6]3[CH:22]=[N:23][N:24]([CH:25]4[CH2:30][CH2:29][CH2:28][CH2:27][O:26]4)[C:5]=3[C:4]=2[CH:3]=1, predict the reactants needed to synthesize it. The reactants are: [F:1][C:2]1[CH:10]=[CH:9][C:8]2[N:7]([CH2:11][C:12]3[CH:21]=[CH:20][C:15]([C:16]([O:18]C)=[O:17])=[CH:14][CH:13]=3)[C:6]3[CH:22]=[N:23][N:24]([CH:25]4[CH2:30][CH2:29][CH2:28][CH2:27][O:26]4)[C:5]=3[C:4]=2[CH:3]=1.[OH-].[K+].[NH4+].[Cl-]. (3) The reactants are: [C:1]([N:8]1[CH2:12][CH2:11][CH:10]([OH:13])[CH2:9]1)([O:3][C:4]([CH3:7])([CH3:6])[CH3:5])=[O:2].CCN(CC)CC.[CH3:21][S:22](Cl)(=[O:24])=[O:23]. Given the product [C:1]([N:8]1[CH2:12][CH2:11][CH:10]([O:13][S:22]([CH3:21])(=[O:24])=[O:23])[CH2:9]1)([O:3][C:4]([CH3:7])([CH3:6])[CH3:5])=[O:2], predict the reactants needed to synthesize it.